This data is from Full USPTO retrosynthesis dataset with 1.9M reactions from patents (1976-2016). The task is: Predict the reactants needed to synthesize the given product. (1) Given the product [Si:30]([O:1][CH2:2][CH2:3][C@@H:4]1[CH2:6][C@@H:5]1[CH:7]1[CH2:8][CH2:9][N:10]([C:13]2[N:18]=[CH:17][C:16]([CH:19]=[O:20])=[CH:15][CH:14]=2)[CH2:11][CH2:12]1)([C:27]([CH3:29])([CH3:28])[CH3:26])([CH3:32])[CH3:31], predict the reactants needed to synthesize it. The reactants are: [OH:1][CH2:2][CH2:3][C@@H:4]1[CH2:6][C@@H:5]1[CH:7]1[CH2:12][CH2:11][N:10]([C:13]2[N:18]=[CH:17][C:16]([CH:19]=[O:20])=[CH:15][CH:14]=2)[CH2:9][CH2:8]1.N1C=CN=C1.[CH3:26][C:27]([Si:30](Cl)([CH3:32])[CH3:31])([CH3:29])[CH3:28]. (2) Given the product [F:8][C:7]1[CH:6]=[C:5]([C:9]2[CH:14]=[CH:13][C:12]([C:15]([F:18])([F:17])[F:16])=[CH:11][CH:10]=2)[CH:4]=[C:3]2[C:2]=1[NH:1][C:21](=[O:23])[CH:20]=[CH:19]2, predict the reactants needed to synthesize it. The reactants are: [NH2:1][C:2]1[C:7]([F:8])=[CH:6][C:5]([C:9]2[CH:14]=[CH:13][C:12]([C:15]([F:18])([F:17])[F:16])=[CH:11][CH:10]=2)=[CH:4][C:3]=1/[CH:19]=[CH:20]/[C:21]([O:23]CC)=O.[Mg]. (3) Given the product [CH2:42]([N:34]([CH2:32][CH3:33])[C:35]1[CH:36]=[C:37]([O:41][C:2]2[CH:3]=[C:4]3[C:8](=[C:9]([C:11]#[N:12])[CH:10]=2)[N:7]([CH2:13][O:14][CH2:15][CH2:16][Si:17]([CH3:20])([CH3:19])[CH3:18])[CH:6]=[C:5]3[CH:21]2[CH2:26][CH2:25][N:24]([S:27]([CH2:30][CH3:31])(=[O:29])=[O:28])[CH2:23][CH2:22]2)[CH:38]=[CH:39][CH:40]=1)[CH3:43], predict the reactants needed to synthesize it. The reactants are: Br[C:2]1[CH:3]=[C:4]2[C:8](=[C:9]([C:11]#[N:12])[CH:10]=1)[N:7]([CH2:13][O:14][CH2:15][CH2:16][Si:17]([CH3:20])([CH3:19])[CH3:18])[CH:6]=[C:5]2[CH:21]1[CH2:26][CH2:25][N:24]([S:27]([CH2:30][CH3:31])(=[O:29])=[O:28])[CH2:23][CH2:22]1.[CH2:32]([N:34]([CH2:42][CH3:43])[C:35]1[CH:36]=[C:37]([OH:41])[CH:38]=[CH:39][CH:40]=1)[CH3:33].CN(C)CC(O)=O.Cl.C([O-])([O-])=O.[Cs+].[Cs+]. (4) Given the product [Cl:1][C:2]1[N:10]=[C:9]2[C:5]([N:6]=[CH:7][N:8]2[CH:11]2[CH2:15][CH2:14][CH2:13][CH2:12]2)=[C:4]([NH:28][CH:20]([CH:17]2[CH2:18][CH2:19]2)[C:21]2[CH:26]=[CH:25][C:24]([Cl:27])=[CH:23][CH:22]=2)[N:3]=1, predict the reactants needed to synthesize it. The reactants are: [Cl:1][C:2]1[N:10]=[C:9]2[C:5]([N:6]=[CH:7][N:8]2[CH:11]2[CH2:15][CH2:14][CH2:13][CH2:12]2)=[C:4](Cl)[N:3]=1.[CH:17]1([CH:20]([NH2:28])[C:21]2[CH:26]=[CH:25][C:24]([Cl:27])=[CH:23][CH:22]=2)[CH2:19][CH2:18]1. (5) Given the product [CH3:4][N:5]1[C:13]2[CH:12]=[CH:11][CH:10]=[C:9]([C:14]([NH:2][NH2:3])=[O:16])[C:8]=2[CH:7]=[CH:6]1, predict the reactants needed to synthesize it. The reactants are: O.[NH2:2][NH2:3].[CH3:4][N:5]1[C:13]2[CH:12]=[CH:11][CH:10]=[C:9]([C:14]([O:16]C)=O)[C:8]=2[CH:7]=[CH:6]1.O. (6) Given the product [CH:11]1([NH:14][C:15](=[O:16])[NH:17][C:18]2[CH:19]=[CH:20][C:21]([C:24]3[N:25]=[C:26]([N:33]4[CH2:38][CH2:37][O:36][CH2:35][C@@H:34]4[CH3:39])[C:27]4[CH2:32][N:31]([C:8](=[O:10])[CH2:7][CH2:6][CH2:5][NH:4][C:1](=[O:3])[CH3:2])[CH2:30][C:28]=4[N:29]=3)=[CH:22][CH:23]=2)[CH2:13][CH2:12]1, predict the reactants needed to synthesize it. The reactants are: [C:1]([NH:4][CH2:5][CH2:6][CH2:7][C:8]([OH:10])=O)(=[O:3])[CH3:2].[CH:11]1([NH:14][C:15]([NH:17][C:18]2[CH:23]=[CH:22][C:21]([C:24]3[N:25]=[C:26]([N:33]4[CH2:38][CH2:37][O:36][CH2:35][C@@H:34]4[CH3:39])[C:27]4[CH2:32][NH:31][CH2:30][C:28]=4[N:29]=3)=[CH:20][CH:19]=2)=[O:16])[CH2:13][CH2:12]1.